Task: Predict the reactants needed to synthesize the given product.. Dataset: Full USPTO retrosynthesis dataset with 1.9M reactions from patents (1976-2016) (1) The reactants are: [C:1]([O:5][C:6]([NH:8][C@@H:9]1[CH2:14][CH2:13][C@H:12]([C:15]([OH:17])=O)[CH2:11][CH2:10]1)=[O:7])([CH3:4])([CH3:3])[CH3:2].ClC(OCC)=O.[NH3:24]. Given the product [C:1]([O:5][C:6](=[O:7])[NH:8][C@H:9]1[CH2:14][CH2:13][C@@H:12]([C:15](=[O:17])[NH2:24])[CH2:11][CH2:10]1)([CH3:4])([CH3:3])[CH3:2], predict the reactants needed to synthesize it. (2) Given the product [CH3:21][O:20][C:5]1[C@:4]2([CH2:22][CH:23]=[C:24]([CH3:26])[CH3:25])[C:17](=[O:18])[C@@H:8]([C@:9]([CH3:16])([CH2:10][CH2:11][CH:12]=[C:13]([CH3:14])[CH3:15])[C@@H:2]([O:1][CH2:27][O:28][CH3:29])[CH2:3]2)[C:7](=[O:19])[CH:6]=1, predict the reactants needed to synthesize it. The reactants are: [OH:1][C@@H:2]1[C@@:9]([CH3:16])([CH2:10][CH2:11][CH:12]=[C:13]([CH3:15])[CH3:14])[C@@H:8]2[C:17](=[O:18])[C@@:4]([CH2:22][CH:23]=[C:24]([CH3:26])[CH3:25])([C:5]([O:20][CH3:21])=[CH:6][C:7]2=[O:19])[CH2:3]1.[CH3:27][O:28][CH2:29]COC.C(N(C(C)C)CC)(C)C.COCCl. (3) Given the product [CH:15]1([CH2:14][N:9]2[C:10]3[C:6](=[CH:5][C:4]([N+:1]([O-:3])=[O:2])=[CH:12][CH:11]=3)[CH:7]=[N:8]2)[CH2:17][CH2:16]1, predict the reactants needed to synthesize it. The reactants are: [N+:1]([C:4]1[CH:5]=[C:6]2[C:10](=[CH:11][CH:12]=1)[NH:9][N:8]=[CH:7]2)([O-:3])=[O:2].Br[CH2:14][CH:15]1[CH2:17][CH2:16]1.